This data is from Reaction yield outcomes from USPTO patents with 853,638 reactions. The task is: Predict the reaction yield, written as a fraction of the theoretical maximum amount of product (1.0 means a 100% yield; for example, 0.34 means a 34% yield). (1) The product is [CH3:81][C:82]1[CH:87]=[CH:86][CH:85]=[C:84]([CH3:88])[C:83]=1[S:89][C:2]1[CH:3]=[C:4]([O:23][C:24]2[C:25]([CH3:30])=[N:26][CH:27]=[CH:28][CH:29]=2)[C:5]([NH:8][C:9]2[S:13][N:12]=[C:11]([CH:14]3[CH2:19][CH2:18][N:17]([C:20](=[O:22])[CH3:21])[CH2:16][CH2:15]3)[N:10]=2)=[N:6][CH:7]=1. The yield is 0.460. The reactants are Br[C:2]1[CH:3]=[C:4]([O:23][C:24]2[C:25]([CH3:30])=[N:26][CH:27]=[CH:28][CH:29]=2)[C:5]([NH:8][C:9]2[S:13][N:12]=[C:11]([CH:14]3[CH2:19][CH2:18][N:17]([C:20](=[O:22])[CH3:21])[CH2:16][CH2:15]3)[N:10]=2)=[N:6][CH:7]=1.CC1(C)C2C(=C(P(C3C=CC=CC=3)C3C=CC=CC=3)C=CC=2)OC2C(P(C3C=CC=CC=3)C3C=CC=CC=3)=CC=CC1=2.[O-]P([O-])([O-])=O.[K+].[K+].[K+].[CH3:81][C:82]1[CH:87]=[CH:86][CH:85]=[C:84]([CH3:88])[C:83]=1[SH:89]. The catalyst is C1(C)C=CC=CC=1.C1C=CC(/C=C/C(/C=C/C2C=CC=CC=2)=O)=CC=1.C1C=CC(/C=C/C(/C=C/C2C=CC=CC=2)=O)=CC=1.C1C=CC(/C=C/C(/C=C/C2C=CC=CC=2)=O)=CC=1.[Pd].[Pd]. (2) The reactants are [F:1][C:2]1[CH:3]=[C:4]([CH:6]=[CH:7][C:8]=1[O:9][C:10]1[C:19]2[C:14](=[CH:15][C:16]([O:22][CH2:23][CH2:24][CH2:25][N:26]3[CH2:31][CH2:30][O:29][CH2:28][CH2:27]3)=[C:17]([O:20][CH3:21])[CH:18]=2)[N:13]=[CH:12][CH:11]=1)[NH2:5].[CH3:32][N:33]1[CH2:37][CH2:36][CH:35]([C:38](O)=[O:39])[C:34]1=[O:41].Cl.C(N=C=NCCCN(C)C)C.N1(O)C2C=CC=CC=2N=N1.C(N(C(C)C)C(C)C)C. The catalyst is C(Cl)Cl.O. The product is [F:1][C:2]1[CH:3]=[C:4]([NH:5][C:38]([CH:35]2[CH2:36][CH2:37][N:33]([CH3:32])[C:34]2=[O:41])=[O:39])[CH:6]=[CH:7][C:8]=1[O:9][C:10]1[C:19]2[C:14](=[CH:15][C:16]([O:22][CH2:23][CH2:24][CH2:25][N:26]3[CH2:31][CH2:30][O:29][CH2:28][CH2:27]3)=[C:17]([O:20][CH3:21])[CH:18]=2)[N:13]=[CH:12][CH:11]=1. The yield is 0.960. (3) The product is [NH2:1][C:2]1[N:3]=[C:4]2[C:13]3[C:7]([CH2:8][CH:9]([C:14]([NH:16][CH2:17][CH2:18][NH:35][CH2:31][CH:32]([CH3:34])[CH3:33])=[O:15])[S:10][C:11]=3[N:12]=1)=[N:6][N:5]2[CH2:20][C:21]1[C:26]([CH3:27])=[C:25]([O:28][CH3:29])[C:24]([CH3:30])=[CH:23][N:22]=1. The reactants are [NH2:1][C:2]1[N:3]=[C:4]2[C:13]3[C:7]([CH2:8][CH:9]([C:14]([NH:16][CH2:17][CH2:18]Cl)=[O:15])[S:10][C:11]=3[N:12]=1)=[N:6][N:5]2[CH2:20][C:21]1[C:26]([CH3:27])=[C:25]([O:28][CH3:29])[C:24]([CH3:30])=[CH:23][N:22]=1.[CH2:31]([NH2:35])[CH:32]([CH3:34])[CH3:33]. The yield is 0.280. The catalyst is O1CCOCC1. (4) The reactants are [CH:1]([C:3]1[CH:4]=[C:5]([C:21]2[CH:26]=[CH:25][CH:24]=[CH:23][CH:22]=2)[N:6]([S:8]([C:11]2[CH:12]=[C:13]([CH:18]=[CH:19][CH:20]=2)[C:14]([O:16][CH3:17])=[O:15])(=[O:10])=[O:9])[CH:7]=1)=O.CO.[CH3:29][NH2:30].[BH4-].[Na+]. No catalyst specified. The product is [CH3:29][NH:30][CH2:1][C:3]1[CH:4]=[C:5]([C:21]2[CH:26]=[CH:25][CH:24]=[CH:23][CH:22]=2)[N:6]([S:8]([C:11]2[CH:12]=[C:13]([CH:18]=[CH:19][CH:20]=2)[C:14]([O:16][CH3:17])=[O:15])(=[O:10])=[O:9])[CH:7]=1. The yield is 0.490. (5) The reactants are [C@@H:1]1([N:10]2[C:19]3[N:18]=[CH:17][N:16]=[C:14]([OH:15])[C:13]=3[N:12]=[CH:11]2)[O:9][C@H:6]([CH2:7][OH:8])[C@@H:4]([OH:5])[C@H:2]1[OH:3].C(=O)([O-])O.[Na+].O.CO[C:28](OC)([CH3:30])[CH3:29]. The catalyst is CC(C)=O. The product is [CH3:29][C:28]1([CH3:30])[O:3][C@@H:2]2[C@@H:4]([C@@H:6]([CH2:7][OH:8])[O:9][C@H:1]2[N:10]2[C:19]3[NH:18][CH:17]=[N:16][C:14](=[O:15])[C:13]=3[N:12]=[CH:11]2)[O:5]1. The yield is 0.600. (6) The reactants are [CH3:1][O:2][C:3]1[C:20]([O:21][CH3:22])=[CH:19][C:6]([C:7]([C:9]2[NH:13][N:12]=[N:11][C:10]=2[C:14]([O:16][CH2:17][CH3:18])=[O:15])=[O:8])=[C:5]([N+:23]([O-:25])=[O:24])[CH:4]=1.[OH2:26].[C:27]1([CH3:37])[CH:32]=CC(S(O)(=O)=O)=C[CH:28]=1.[C:38](N1C=CN=C1)(N1C=CN=C1)=[O:39].[CH:50]([OH:53])([CH3:52])[CH3:51]. The catalyst is C(Cl)Cl. The product is [CH:50]([O:53][C:38]([O:39][CH:32]([N:12]1[N:11]=[C:10]([C:14]([O:16][CH2:17][CH3:18])=[O:15])[C:9]([C:7](=[O:8])[C:6]2[CH:19]=[C:20]([O:21][CH3:22])[C:3]([O:2][CH3:1])=[CH:4][C:5]=2[N+:23]([O-:25])=[O:24])=[N:13]1)[CH:27]([CH3:28])[CH3:37])=[O:26])([CH3:52])[CH3:51]. The yield is 0.340. (7) The reactants are C([O:4][CH2:5][C:6]([CH3:54])([CH3:53])[CH2:7][N:8]1[C:14]2[CH:15]=[CH:16][C:17]([Cl:19])=[CH:18][C:13]=2[C@@H:12]([C:20]2[CH:25]=[CH:24][CH:23]=[C:22]([O:26][CH3:27])[C:21]=2[O:28][CH3:29])[O:11][C@H:10]([CH2:30][C:31]([NH:33][C:34]2[CH:35]=[CH:36][C:37]3[O:41][C:40]([C:42]([O:44]CC)=[O:43])=[C:39]([O:47][CH:48]([CH3:50])[CH3:49])[C:38]=3[CH:51]=2)=[O:32])[C:9]1=[O:52])(=O)C.[OH-].[Na+].Cl. The catalyst is O1CCCC1.C(O)C. The product is [Cl:19][C:17]1[CH:16]=[CH:15][C:14]2[N:8]([CH2:7][C:6]([CH3:54])([CH3:53])[CH2:5][OH:4])[C:9](=[O:52])[C@@H:10]([CH2:30][C:31]([NH:33][C:34]3[CH:35]=[CH:36][C:37]4[O:41][C:40]([C:42]([OH:44])=[O:43])=[C:39]([O:47][CH:48]([CH3:50])[CH3:49])[C:38]=4[CH:51]=3)=[O:32])[O:11][C@H:12]([C:20]3[CH:25]=[CH:24][CH:23]=[C:22]([O:26][CH3:27])[C:21]=3[O:28][CH3:29])[C:13]=2[CH:18]=1. The yield is 0.576. (8) The reactants are [OH-].[Na+].C[O:4][C:5]([C:7]1([NH:13][C:14]([C:16]2[CH:20]=[CH:19][O:18][CH:17]=2)=[O:15])[CH2:12][CH2:11][CH2:10][CH2:9][CH2:8]1)=[O:6].CCOCC. The catalyst is O1CCCC1. The product is [O:18]1[CH:19]=[CH:20][C:16]([C:14]([NH:13][C:7]2([C:5]([OH:6])=[O:4])[CH2:12][CH2:11][CH2:10][CH2:9][CH2:8]2)=[O:15])=[CH:17]1. The yield is 0.970.